Dataset: Full USPTO retrosynthesis dataset with 1.9M reactions from patents (1976-2016). Task: Predict the reactants needed to synthesize the given product. (1) Given the product [CH2:1]([N:8]1[CH2:13][CH2:12][C:11]([CH3:29])([C:14]2[CH:19]=[CH:18][CH:17]=[C:16]([C:20]3[N:21]=[N:22][NH:23][CH:24]=3)[CH:15]=2)[CH:10]([CH3:30])[CH2:9]1)[C:2]1[CH:7]=[CH:6][CH:5]=[CH:4][CH:3]=1, predict the reactants needed to synthesize it. The reactants are: [CH2:1]([N:8]1[CH2:13][CH2:12][C:11]([CH3:29])([C:14]2[CH:19]=[CH:18][CH:17]=[C:16]([C:20]3[N:21]=[N:22][NH:23][C:24]=3[Si](C)(C)C)[CH:15]=2)[CH:10]([CH3:30])[CH2:9]1)[C:2]1[CH:7]=[CH:6][CH:5]=[CH:4][CH:3]=1.C(=O)([O-])O.[Na+]. (2) Given the product [I:19][C:6]1[CH:14]=[CH:13][C:9]([C:10]([OH:12])=[O:11])=[C:8]([C:15]([F:18])([F:17])[F:16])[CH:7]=1, predict the reactants needed to synthesize it. The reactants are: N([O-])=O.[Na+].N[C:6]1[CH:14]=[CH:13][C:9]([C:10]([OH:12])=[O:11])=[C:8]([C:15]([F:18])([F:17])[F:16])[CH:7]=1.[I-:19].[K+].S([O-])([O-])=O.[Na+].[Na+].